This data is from Full USPTO retrosynthesis dataset with 1.9M reactions from patents (1976-2016). The task is: Predict the reactants needed to synthesize the given product. (1) Given the product [CH2:36]([N:25]([CH2:24][C:15]1[CH:16]=[C:17]([C:20]([F:23])([F:22])[F:21])[CH:18]=[CH:19][C:14]=1[C:8]1[C:9]([O:12][CH3:13])=[CH:10][CH:11]=[C:6]([CH2:5][C:4]([OH:38])=[O:3])[CH:7]=1)[C:26](=[O:35])[CH2:27][S:28][C:29]1[CH:34]=[CH:33][CH:32]=[CH:31][CH:30]=1)[CH3:37], predict the reactants needed to synthesize it. The reactants are: C([O:3][C:4](=[O:38])[CH2:5][C:6]1[CH:7]=[C:8]([C:14]2[CH:19]=[CH:18][C:17]([C:20]([F:23])([F:22])[F:21])=[CH:16][C:15]=2[CH2:24][N:25]([CH2:36][CH3:37])[C:26](=[O:35])[CH2:27][S:28][C:29]2[CH:34]=[CH:33][CH:32]=[CH:31][CH:30]=2)[C:9]([O:12][CH3:13])=[CH:10][CH:11]=1)C.[Li+].[OH-].Cl. (2) The reactants are: [F:1][C:2]([F:33])([F:32])[C:3]([CH2:18][C:19]1[NH:31][C:22]2=[CH:23][N:24]=[C:25]([S:27]([CH3:30])(=[O:29])=[O:28])[CH:26]=[C:21]2[CH:20]=1)([OH:17])[CH2:4][C:5]([C:8]1[CH:13]=[C:12]([F:14])[CH:11]=[CH:10][C:9]=1[O:15]C)([CH3:7])[CH3:6].B(Br)(Br)Br.CO. Given the product [F:14][C:12]1[CH:11]=[CH:10][C:9]([OH:15])=[C:8]([C:5]([CH3:7])([CH3:6])[CH2:4][C:3]([OH:17])([CH2:18][C:19]2[NH:31][C:22]3=[CH:23][N:24]=[C:25]([S:27]([CH3:30])(=[O:28])=[O:29])[CH:26]=[C:21]3[CH:20]=2)[C:2]([F:32])([F:1])[F:33])[CH:13]=1, predict the reactants needed to synthesize it. (3) Given the product [ClH:30].[ClH:30].[CH2:1]([O:4][C:5]([C:7]1[CH:29]=[CH:28][C:10]2[N:11]([CH:15]3[CH2:16][CH2:17][NH:18][CH2:19][CH2:20]3)[C:12](=[O:14])[NH:13][C:9]=2[CH:8]=1)=[O:6])[CH:2]=[CH2:3], predict the reactants needed to synthesize it. The reactants are: [CH2:1]([O:4][C:5]([C:7]1[CH:29]=[CH:28][C:10]2[N:11]([CH:15]3[CH2:20][CH2:19][N:18](C(OC(C)(C)C)=O)[CH2:17][CH2:16]3)[C:12](=[O:14])[NH:13][C:9]=2[CH:8]=1)=[O:6])[CH:2]=[CH2:3].[ClH:30]. (4) Given the product [C:35]([C:32]([C:28]1[CH:27]=[C:26]([CH:31]=[CH:30][CH:29]=1)[C:25]([NH:24][C:20]1[CH:21]=[CH:22][CH:23]=[C:18]([O:17][C:3]2[CH:4]=[CH:5][C:6]3[N:7]=[C:8]([NH:11][C:12]([CH:14]4[CH2:16][CH2:15]4)=[O:13])[S:9][C:10]=3[C:2]=2[N:41]([CH3:40])[CH3:38])[CH:19]=1)=[O:37])([CH3:34])[CH3:33])#[N:36], predict the reactants needed to synthesize it. The reactants are: N[C:2]1[C:10]2[S:9][C:8]([NH:11][C:12]([CH:14]3[CH2:16][CH2:15]3)=[O:13])=[N:7][C:6]=2[CH:5]=[CH:4][C:3]=1[O:17][C:18]1[CH:19]=[C:20]([NH:24][C:25](=[O:37])[C:26]2[CH:31]=[CH:30][CH:29]=[C:28]([C:32]([C:35]#[N:36])([CH3:34])[CH3:33])[CH:27]=2)[CH:21]=[CH:22][CH:23]=1.[CH2:38]=O.[C:40]([BH3-])#[N:41].[Na+]. (5) Given the product [CH3:1][C:2]1[O:6][N:5]=[C:4]([C:7]2[CH:12]=[CH:11][CH:10]=[CH:9][CH:8]=2)[C:3]=1[C:13]([O:16][C:17]1[C:26]2[C:21](=[CH:22][CH:23]=[CH:24][CH:25]=2)[N:20]=[C:19]([CH3:27])[CH:18]=1)=[O:14], predict the reactants needed to synthesize it. The reactants are: [CH3:1][C:2]1[O:6][N:5]=[C:4]([C:7]2[CH:12]=[CH:11][CH:10]=[CH:9][CH:8]=2)[C:3]=1[C:13](Cl)=[O:14].[OH:16][C:17]1[C:26]2[C:21](=[CH:22][CH:23]=[CH:24][CH:25]=2)[N:20]=[C:19]([CH3:27])[CH:18]=1. (6) Given the product [CH3:3][O:4][C:5](=[O:34])[CH:6]([NH:15][C:16]1[CH:21]=[CH:20][CH:19]=[CH:18][C:17]=1[C:22](=[O:33])[C:23]1[CH:28]=[CH:27][C:26]([C:29]([CH3:30])([CH3:31])[CH3:32])=[CH:25][CH:24]=1)[CH2:7][C:8]1[CH:9]=[CH:10][C:11]([O:14][CH2:37][CH2:36][Br:35])=[CH:12][CH:13]=1, predict the reactants needed to synthesize it. The reactants are: [OH-].[K+].[CH3:3][O:4][C:5](=[O:34])[CH:6]([NH:15][C:16]1[CH:21]=[CH:20][CH:19]=[CH:18][C:17]=1[C:22](=[O:33])[C:23]1[CH:28]=[CH:27][C:26]([C:29]([CH3:32])([CH3:31])[CH3:30])=[CH:25][CH:24]=1)[CH2:7][C:8]1[CH:13]=[CH:12][C:11]([OH:14])=[CH:10][CH:9]=1.[Br:35][CH2:36][CH2:37]Br. (7) Given the product [F:10][C:11]1[CH:16]=[CH:15][CH:14]=[C:13]([F:17])[C:12]=1[C:2]1[N:7]=[C:6]([CH3:8])[C:5]([F:9])=[CH:4][CH:3]=1, predict the reactants needed to synthesize it. The reactants are: Br[C:2]1[N:7]=[C:6]([CH3:8])[C:5]([F:9])=[CH:4][CH:3]=1.[F:10][C:11]1[CH:16]=[CH:15][CH:14]=[C:13]([F:17])[C:12]=1B(O)O.CCN(C(C)C)C(C)C. (8) Given the product [CH3:17][C:9]1([CH3:16])[NH:8][C:6](=[O:7])[CH:5]([C:4]([O:3][CH2:1][CH3:2])=[O:18])[C:11](=[O:13])[CH2:10]1, predict the reactants needed to synthesize it. The reactants are: [CH2:1]([O:3][C:4](=[O:18])[CH2:5][C:6]([NH:8][C:9]([CH3:17])([CH3:16])[CH2:10][C:11]([O:13]CC)=O)=[O:7])[CH3:2]. (9) Given the product [ClH:18].[NH2:35][CH2:36][CH2:37][CH2:38][CH2:39][CH2:40][CH2:41][CH2:42][CH2:43][CH2:44][CH2:45][CH2:46][C:47]([O:49][CH2:50][CH3:51])=[O:48].[N+:31]([C:22]1[CH:23]=[N:24][C:25]2[C:30]([C:21]=1[NH:35][CH2:36][CH2:37][CH2:38][CH2:39][CH2:40][CH2:41][CH2:42][CH2:43][CH2:44][CH2:45][CH2:46][C:47]([O:49][CH2:50][CH3:51])=[O:48])=[CH:29][CH:28]=[CH:27][CH:26]=2)([O-:33])=[O:32], predict the reactants needed to synthesize it. The reactants are: NCCCCCCCCCCCC(O)=O.S(Cl)([Cl:18])=O.Cl[C:21]1[C:30]2[C:25](=[CH:26][CH:27]=[CH:28][CH:29]=2)[N:24]=[CH:23][C:22]=1[N+:31]([O-:33])=[O:32].Cl.[NH2:35][CH2:36][CH2:37][CH2:38][CH2:39][CH2:40][CH2:41][CH2:42][CH2:43][CH2:44][CH2:45][CH2:46][C:47]([O:49][CH2:50][CH3:51])=[O:48].C(N(CC)CC)C. (10) Given the product [NH2:16][C:17]1[N:22]([C:23]2[CH:28]=[CH:27][C:26]([N:10]([C:3]3[CH:4]=[C:5]([O:8][CH3:9])[CH:6]=[CH:7][C:2]=3[F:1])[C:11]([NH2:13])=[O:12])=[CH:25][CH:24]=2)[CH2:21][N:20]=[C:19]2[O:30][CH:31]=[CH:32][C:18]=12, predict the reactants needed to synthesize it. The reactants are: [F:1][C:2]1[CH:7]=[CH:6][C:5]([O:8][CH3:9])=[CH:4][C:3]=1[N:10]=[C:11]=[O:12].[N-:13]=C=O.[NH2:16][C:17]1[N:22]([C:23]2[CH:28]=[CH:27][CH:26]=[C:25](N)[CH:24]=2)[CH2:21][N:20]=[C:19]2[O:30][CH:31]=[CH:32][C:18]=12.